Dataset: CYP2D6 inhibition data for predicting drug metabolism from PubChem BioAssay. Task: Regression/Classification. Given a drug SMILES string, predict its absorption, distribution, metabolism, or excretion properties. Task type varies by dataset: regression for continuous measurements (e.g., permeability, clearance, half-life) or binary classification for categorical outcomes (e.g., BBB penetration, CYP inhibition). Dataset: cyp2d6_veith. (1) The compound is COc1ccc(-c2nc3cnc(N(C)C)nc3n(C3CC3)c2=O)cc1. The result is 0 (non-inhibitor). (2) The drug is C=C[C@@]1(C)CC(=O)[C@]2(O)[C@](C)(O1)[C@@H](OC(C)=O)[C@@H](O)[C@H]1C(C)(C)CC[C@H](O)[C@@]12C. The result is 0 (non-inhibitor).